Dataset: Full USPTO retrosynthesis dataset with 1.9M reactions from patents (1976-2016). Task: Predict the reactants needed to synthesize the given product. (1) Given the product [CH2:1]([C:9]1[CH:10]=[CH:11][C:12]([C:13]([OH:15])=[O:14])=[CH:16][CH:17]=1)[C:2]1[CH:3]=[CH:4][CH:5]=[CH:6][CH:7]=1, predict the reactants needed to synthesize it. The reactants are: [C:1]([C:9]1[CH:17]=[CH:16][C:12]([C:13]([OH:15])=[O:14])=[CH:11][CH:10]=1)(=O)[C:2]1[CH:7]=[CH:6][CH:5]=[CH:4][CH:3]=1. (2) Given the product [Cl:1][C:2]1[CH:3]=[CH:4][CH:5]=[C:6]2[C:11]=1[N:10]=[C:9]([C:12]1[CH:17]=[CH:16][CH:15]=[CH:14][C:13]=1[O:18][C:19]([F:20])([F:21])[F:22])[C:8]([CH2:23][OH:24])=[CH:7]2, predict the reactants needed to synthesize it. The reactants are: [Cl:1][C:2]1[CH:3]=[CH:4][CH:5]=[C:6]2[C:11]=1[N:10]=[C:9]([C:12]1[CH:17]=[CH:16][CH:15]=[CH:14][C:13]=1[O:18][C:19]([F:22])([F:21])[F:20])[C:8]([CH:23]=[O:24])=[CH:7]2.O1CCCC1.[BH4-].[Na+]. (3) Given the product [CH:14]1([C:11]2[CH:12]=[CH:13][C:8]([C:5]3[N:6]=[CH:7][C:2]([NH2:1])=[N:3][CH:4]=3)=[C:9]([F:19])[C:10]=2[O:18][CH2:21][C:22]2[CH:27]=[CH:26][C:25]([CH3:28])=[C:24]([CH3:29])[CH:23]=2)[CH2:15][CH2:16][CH2:17]1, predict the reactants needed to synthesize it. The reactants are: [NH2:1][C:2]1[N:3]=[CH:4][C:5]([C:8]2[C:9]([F:19])=[C:10]([OH:18])[C:11]([CH:14]3[CH2:17][CH2:16][CH2:15]3)=[CH:12][CH:13]=2)=[N:6][CH:7]=1.Br[CH2:21][C:22]1[CH:27]=[CH:26][C:25]([CH3:28])=[C:24]([CH3:29])[CH:23]=1. (4) The reactants are: [N:1]([C:4]1[CH:5]=[C:6]2[C:11](=[CH:12][CH:13]=1)[N:10]=[C:9]([OH:14])[C:8]([OH:15])=[N:7]2)=[N+:2]=[N-:3].[N+:16]([O-])([OH:18])=[O:17]. Given the product [N:1]([C:4]1[CH:5]=[C:6]2[C:11](=[CH:12][C:13]=1[N+:16]([O-:18])=[O:17])[N:10]=[C:9]([OH:14])[C:8]([OH:15])=[N:7]2)=[N+:2]=[N-:3], predict the reactants needed to synthesize it. (5) Given the product [NH2:16][C:12]1[CH:11]=[C:10]([C:8]([N:5]2[CH2:6][CH2:7][N:2]([CH3:1])[CH2:3][CH2:4]2)=[O:9])[CH:15]=[CH:14][CH:13]=1, predict the reactants needed to synthesize it. The reactants are: [CH3:1][N:2]1[CH2:7][CH2:6][N:5]([C:8]([C:10]2[CH:15]=[CH:14][CH:13]=[C:12]([N+:16]([O-])=O)[CH:11]=2)=[O:9])[CH2:4][CH2:3]1.C(O)C.[H][H].